This data is from Forward reaction prediction with 1.9M reactions from USPTO patents (1976-2016). The task is: Predict the product of the given reaction. (1) Given the reactants Cl.Cl.[F:3][C:4]1[CH:9]=[C:8]([F:10])[CH:7]=[CH:6][C:5]=1[C:11]1[CH:16]=[CH:15][N:14]=[C:13]([N:17]2[CH2:22][CH2:21][NH:20][CH2:19][CH2:18]2)[CH:12]=1.C(N(CC)C(C)C)(C)C.[N:32]1[CH:37]=[CH:36][CH:35]=[C:34]([NH:38][C:39](=O)[O:40]CC(Cl)(Cl)Cl)[N:33]=1.O, predict the reaction product. The product is: [F:3][C:4]1[CH:9]=[C:8]([F:10])[CH:7]=[CH:6][C:5]=1[C:11]1[CH:16]=[CH:15][N:14]=[C:13]([N:17]2[CH2:18][CH2:19][N:20]([C:39]([NH:38][C:34]3[N:33]=[N:32][CH:37]=[CH:36][CH:35]=3)=[O:40])[CH2:21][CH2:22]2)[CH:12]=1. (2) Given the reactants Cl[C:2]1[C:11]2[C:6](=[CH:7][C:8]([O:14][CH2:15][CH:16]3[CH2:21][CH2:20][N:19]([CH3:22])[CH2:18][CH2:17]3)=[C:9]([O:12][CH3:13])[CH:10]=2)[N:5]=[CH:4][C:3]=1[C:23]#[N:24].[N:25]1[CH:30]=[CH:29][CH:28]=[C:27]([O:31][C:32]2[CH:37]=[CH:36][C:35]([NH2:38])=[CH:34][CH:33]=2)[CH:26]=1, predict the reaction product. The product is: [CH3:13][O:12][C:9]1[CH:10]=[C:11]2[C:6](=[CH:7][C:8]=1[O:14][CH2:15][CH:16]1[CH2:21][CH2:20][N:19]([CH3:22])[CH2:18][CH2:17]1)[N:5]=[CH:4][C:3]([C:23]#[N:24])=[C:2]2[NH:38][C:35]1[CH:34]=[CH:33][C:32]([O:31][C:27]2[CH:26]=[N:25][CH:30]=[CH:29][CH:28]=2)=[CH:37][CH:36]=1. (3) The product is: [C:2]([O:6][C:7]([NH:9][CH2:10][C:11]1[C:12]([CH2:31][CH:32]([CH3:34])[CH3:33])=[N:13][C:14]([CH3:30])=[C:15]([C:22]=1[C:23]1[CH:24]=[CH:25][C:26]([CH3:29])=[CH:27][CH:28]=1)[C:16]([O:18][CH2:19][C:20]([NH2:21])=[S:1])=[O:17])=[O:8])([CH3:5])([CH3:4])[CH3:3]. Given the reactants [SH2:1].[C:2]([O:6][C:7]([NH:9][CH2:10][C:11]1[C:12]([CH2:31][CH:32]([CH3:34])[CH3:33])=[N:13][C:14]([CH3:30])=[C:15]([C:22]=1[C:23]1[CH:28]=[CH:27][C:26]([CH3:29])=[CH:25][CH:24]=1)[C:16]([O:18][CH2:19][C:20]#[N:21])=[O:17])=[O:8])([CH3:5])([CH3:4])[CH3:3].C(N(CC)CC)C, predict the reaction product. (4) Given the reactants [NH2:1][C:2]1[CH:10]=[CH:9][C:8]([Cl:11])=[CH:7][C:3]=1[C:4]([NH2:6])=O.[CH:12]1([C:18](Cl)=O)[CH2:17][CH2:16][CH2:15][CH2:14][CH2:13]1.[NH:21]1[CH2:25][CH2:24][CH2:23][CH2:22]1, predict the reaction product. The product is: [Cl:11][C:8]1[CH:7]=[C:3]2[C:2](=[CH:10][CH:9]=1)[N:1]=[C:18]([CH:12]1[CH2:17][CH2:16][CH2:15][CH2:14][CH2:13]1)[N:6]=[C:4]2[N:21]1[CH2:25][CH2:24][CH2:23][CH2:22]1. (5) The product is: [F:1][C:2]1[C:7]2[C:8]([C:18](=[O:21])[NH:19][CH3:20])=[C:9]([C:11]3[CH:16]=[CH:15][C:14]([F:17])=[CH:13][CH:12]=3)[O:10][C:6]=2[CH:5]=[CH:4][C:3]=1[C:22]1[CH:23]=[C:24]([CH:28]=[CH:29][C:30]=1[CH3:31])[C:25]([NH:33][C:34]1([C:45]2[N:46]=[CH:47][CH:48]=[CH:49][N:50]=2)[CH2:35][N:36]([C:38]([O:40][C:41]([CH3:44])([CH3:43])[CH3:42])=[O:39])[CH2:37]1)=[O:26]. Given the reactants [F:1][C:2]1[C:7]2[C:8]([C:18](=[O:21])[NH:19][CH3:20])=[C:9]([C:11]3[CH:16]=[CH:15][C:14]([F:17])=[CH:13][CH:12]=3)[O:10][C:6]=2[CH:5]=[CH:4][C:3]=1[C:22]1[CH:23]=[C:24]([CH:28]=[CH:29][C:30]=1[CH3:31])[C:25](O)=[O:26].Cl.[NH2:33][C:34]1([C:45]2[N:50]=[CH:49][CH:48]=[CH:47][N:46]=2)[CH2:37][N:36]([C:38]([O:40][C:41]([CH3:44])([CH3:43])[CH3:42])=[O:39])[CH2:35]1.C1CN([P+](ON2N=NC3C=CC=CC2=3)(N2CCCC2)N2CCCC2)CC1.F[P-](F)(F)(F)(F)F.C(N(CC)CC)C, predict the reaction product. (6) Given the reactants [NH:1]([C:5]1[CH:6]=[C:7]([S:13](Cl)(=O)=O)[C:8]([CH3:12])=[CH:9][C:10]=1[F:11])[C:2]([CH3:4])=[O:3].II, predict the reaction product. The product is: [NH:1]([C:5]1[C:10]([F:11])=[CH:9][C:8]([CH3:12])=[C:7]([SH:13])[CH:6]=1)[C:2]([CH3:4])=[O:3].